Dataset: Full USPTO retrosynthesis dataset with 1.9M reactions from patents (1976-2016). Task: Predict the reactants needed to synthesize the given product. (1) Given the product [CH2:37]([O:44][C@H:45]([CH3:49])[C:46]([NH:15][NH:14][C:13]1[C:8]([C:5]2[CH:6]=[CH:7][C:2]([Cl:1])=[CH:3][CH:4]=2)=[C:9]([C:29]2[CH:30]=[CH:31][C:32]([C:33]#[N:34])=[CH:35][CH:36]=2)[C:10](=[O:28])[N:11]([CH2:16][C:17]2[C:18]([CH3:27])=[N:19][C:20]([C:23]([F:25])([F:26])[F:24])=[CH:21][CH:22]=2)[N:12]=1)=[O:47])[C:38]1[CH:43]=[CH:42][CH:41]=[CH:40][CH:39]=1, predict the reactants needed to synthesize it. The reactants are: [Cl:1][C:2]1[CH:7]=[CH:6][C:5]([C:8]2[C:13]([NH:14][NH2:15])=[N:12][N:11]([CH2:16][C:17]3[C:18]([CH3:27])=[N:19][C:20]([C:23]([F:26])([F:25])[F:24])=[CH:21][CH:22]=3)[C:10](=[O:28])[C:9]=2[C:29]2[CH:36]=[CH:35][C:32]([C:33]#[N:34])=[CH:31][CH:30]=2)=[CH:4][CH:3]=1.[CH2:37]([O:44][C@H:45]([CH3:49])[C:46](O)=[O:47])[C:38]1[CH:43]=[CH:42][CH:41]=[CH:40][CH:39]=1.CCN=C=NCCCN(C)C.C1C=CC2N(O)N=NC=2C=1.C(N(C(C)C)CC)(C)C. (2) Given the product [CH3:18][O:17][C:12]1[CH:13]=[CH:14][CH:15]=[C:16]2[C:11]=1[CH2:10][CH2:9][CH2:8][CH:7]2[CH2:6][NH:4][CH:1]1[CH2:3][CH2:2]1, predict the reactants needed to synthesize it. The reactants are: [CH:1]1([NH2:4])[CH2:3][CH2:2]1.Br[CH2:6][CH:7]1[C:16]2[C:11](=[C:12]([O:17][CH3:18])[CH:13]=[CH:14][CH:15]=2)[CH2:10][CH2:9][CH2:8]1. (3) Given the product [CH3:1][O:2][C:3]1[CH:31]=[CH:30][C:6]([CH2:7][O:8][C:9]2[CH:10]=[CH:11][C:12]3[N:13]([CH:15]=[C:16]([NH2:18])[N:19]=3)[CH:14]=2)=[CH:5][CH:4]=1, predict the reactants needed to synthesize it. The reactants are: [CH3:1][O:2][C:3]1[CH:31]=[CH:30][C:6]([CH2:7][O:8][C:9]2[CH:10]=[CH:11][C:12](=[N:19]S(C3C=CC(C)=CC=3)(=O)=O)[N:13]([CH2:15][C:16]([NH2:18])=O)[CH:14]=2)=[CH:5][CH:4]=1.FC(F)(F)C(OC(=O)C(F)(F)F)=O.CO.[OH-].[Na+]. (4) The reactants are: [Br:1][C:2]1[CH:9]=[CH:8][C:5]([CH2:6][OH:7])=[CH:4][CH:3]=1.S([O-])([O-])(=O)=O.[Na+].[Na+].[F:17][C:18]([F:26])(S(F)(=O)=O)C(O)=O.O. Given the product [Br:1][C:2]1[CH:9]=[CH:8][C:5]([CH2:6][O:7][CH:18]([F:26])[F:17])=[CH:4][CH:3]=1, predict the reactants needed to synthesize it. (5) Given the product [CH3:1][O:2][C:3](=[O:15])[CH2:4][O:16][C:17]1[CH:25]=[C:24]2[C:20]([CH:21]=[CH:22][NH:23]2)=[CH:19][CH:18]=1, predict the reactants needed to synthesize it. The reactants are: [CH3:1][O:2][C:3](=[O:15])[CH2:4]OC1C=CC=C2C=1C=CN2.[OH:16][C:17]1[CH:25]=[C:24]2[C:20]([CH:21]=[CH:22][NH:23]2)=[CH:19][CH:18]=1. (6) Given the product [CH2:36]([O:33][CH:17]([C:18]1[S:19][C:20]([C:23]2[CH:24]=[CH:25][C:26]([C:29]([F:32])([F:31])[F:30])=[CH:27][CH:28]=2)=[CH:21][CH:22]=1)[CH2:16][CH2:15][C:13]1[CH:12]=[CH:11][C:3]([O:4][CH:5]([CH2:9][CH3:10])[C:6]([OH:8])=[O:7])=[C:2]([F:1])[CH:14]=1)[C:37]1[CH:42]=[CH:41][CH:40]=[CH:39][CH:38]=1, predict the reactants needed to synthesize it. The reactants are: [F:1][C:2]1[CH:14]=[C:13]([CH2:15][CH2:16][CH:17]([OH:33])[C:18]2[S:19][C:20]([C:23]3[CH:28]=[CH:27][C:26]([C:29]([F:32])([F:31])[F:30])=[CH:25][CH:24]=3)=[CH:21][CH:22]=2)[CH:12]=[CH:11][C:3]=1[O:4][CH:5]([CH2:9][CH3:10])[C:6]([OH:8])=[O:7].[H-].[Na+].[CH2:36](Br)[C:37]1[CH:42]=[CH:41][CH:40]=[CH:39][CH:38]=1. (7) Given the product [F:32][C:31]([F:33])([F:34])[C:29]1[CH:30]=[C:25]([CH2:24][CH2:23][N:13]2[C:12]([S:11][C:4]3[CH:5]=[C:6]([O:9][CH3:10])[CH:7]=[CH:8][C:3]=3[O:2][CH3:1])=[N:20][C:19]3[C:14]2=[N:15][CH:16]=[N:17][C:18]=3[NH2:21])[CH:26]=[C:27]([C:35]([F:36])([F:37])[F:38])[CH:28]=1, predict the reactants needed to synthesize it. The reactants are: [CH3:1][O:2][C:3]1[CH:8]=[CH:7][C:6]([O:9][CH3:10])=[CH:5][C:4]=1[S:11][C:12]1[NH:13][C:14]2[C:19]([N:20]=1)=[C:18]([NH2:21])[N:17]=[CH:16][N:15]=2.Br[CH2:23][CH2:24][C:25]1[CH:30]=[C:29]([C:31]([F:34])([F:33])[F:32])[CH:28]=[C:27]([C:35]([F:38])([F:37])[F:36])[CH:26]=1. (8) Given the product [O:21]=[C:2]1[C:3]2([CH2:13][O:12][C:11]3[CH:14]=[C:15]4[C:19](=[CH:20][C:10]2=3)[CH2:18][CH2:17][O:16]4)[C:4]2[C:9](=[CH:8][CH:7]=[CH:6][CH:5]=2)[N:1]1[CH2:45][C:46]1[CH:47]=[C:48]([CH:53]=[CH:54][CH:55]=1)[C:49]([O:51][CH3:52])=[O:50], predict the reactants needed to synthesize it. The reactants are: [NH:1]1[C:9]2[C:4](=[CH:5][CH:6]=[CH:7][CH:8]=2)[C:3]2([CH2:13][O:12][C:11]3[CH:14]=[C:15]4[C:19](=[CH:20][C:10]2=3)[CH2:18][CH2:17][O:16]4)[C:2]1=[O:21].CC1C2C=C3C4(C5C(=CC=CC=5)NC4=O)COC3=CC=2ON=1.Br[CH2:45][C:46]1[CH:47]=[C:48]([CH:53]=[CH:54][CH:55]=1)[C:49]([O:51][CH3:52])=[O:50].BrCC1OC(C(F)(F)F)=CC=1. (9) Given the product [F:1][C:2]1[CH:7]=[CH:6][CH:5]=[C:4]([F:8])[C:3]=1[CH2:9][CH2:10][C:11]([O:13][CH2:14][CH3:15])=[O:12], predict the reactants needed to synthesize it. The reactants are: [F:1][C:2]1[CH:7]=[CH:6][CH:5]=[C:4]([F:8])[C:3]=1/[CH:9]=[CH:10]/[C:11]([O:13][CH2:14][CH3:15])=[O:12].C(O)C.[H][H].